From a dataset of hERG Central: cardiac toxicity at 1µM, 10µM, and general inhibition. Predict hERG channel inhibition at various concentrations. (1) The compound is CCC(C)Nc1nc(-c2ccccn2)nc2ccccc12. Results: hERG_inhib (hERG inhibition (general)): blocker. (2) The drug is CCC(C)(C)n1nnnc1C(C(C)C)N1CCSCC1. Results: hERG_inhib (hERG inhibition (general)): blocker. (3) The drug is CN(c1ccc(OCC(=O)OCC(=O)Nc2ccc(F)cc2)cc1)S(=O)(=O)c1ccc(Cl)cc1. Results: hERG_inhib (hERG inhibition (general)): blocker. (4) The compound is Cc1oc(-c2cccc(Cl)c2)nc1CN1CCCC(C(=O)NC(C)c2ccc3c(c2)OCCO3)C1. Results: hERG_inhib (hERG inhibition (general)): blocker.